From a dataset of Reaction yield outcomes from USPTO patents with 853,638 reactions. Predict the reaction yield, written as a fraction of the theoretical maximum amount of product (1.0 means a 100% yield; for example, 0.34 means a 34% yield). (1) The reactants are [N+:1]([O-:4])(O)=[O:2].[CH:5]([C:8]1[CH:14]=[CH:13][CH:12]=[CH:11][C:9]=1[NH2:10])([CH3:7])[CH3:6]. The product is [CH:5]([C:8]1[CH:14]=[CH:13][C:12]([N+:1]([O-:4])=[O:2])=[CH:11][C:9]=1[NH2:10])([CH3:7])[CH3:6]. The yield is 0.160. The catalyst is S(=O)(=O)(O)O. (2) The reactants are [CH2:1]([C@@:5]1([CH2:28][CH3:29])[NH:11][C@H:10]([C:12]2[CH:17]=[CH:16][CH:15]=[CH:14][CH:13]=2)[C:9]2[CH:18]=[C:19]([O:24][CH3:25])[C:20]([CH2:22][NH2:23])=[CH:21][C:8]=2[S:7](=[O:27])(=[O:26])[CH2:6]1)[CH2:2][CH2:3][CH3:4].N1C=CC=CC=1.[Cl:36][CH2:37][CH2:38][C:39](Cl)=[O:40]. The catalyst is C(Cl)Cl. The product is [CH2:1]([C@@:5]1([CH2:28][CH3:29])[NH:11][C@H:10]([C:12]2[CH:13]=[CH:14][CH:15]=[CH:16][CH:17]=2)[C:9]2[CH:18]=[C:19]([O:24][CH3:25])[C:20]([CH2:22][NH:23][C:39](=[O:40])[CH2:38][CH2:37][Cl:36])=[CH:21][C:8]=2[S:7](=[O:26])(=[O:27])[CH2:6]1)[CH2:2][CH2:3][CH3:4]. The yield is 0.890. (3) The reactants are [CH3:1][C:2]1[CH:11]=[CH:10][CH:9]=[C:8]2[C:3]=1[C:4]([S:12][CH3:13])=[N:5][CH:6]=[N:7]2.CC(N=NC(C#N)(C)C)(C#N)C.C1C(=O)N(Br)C(=O)C1.[N:34]([C@@H:37]1[CH2:42][CH2:41][NH:40][CH2:39][C@H:38]1[OH:43])=[N+:35]=[N-:36]. The catalyst is C(Cl)(Cl)(Cl)Cl. The product is [N:34]([C@@H:37]1[CH2:42][CH2:41][N:40]([CH2:1][C:2]2[CH:11]=[CH:10][CH:9]=[C:8]3[C:3]=2[C:4]([S:12][CH3:13])=[N:5][CH:6]=[N:7]3)[CH2:39][C@H:38]1[OH:43])=[N+:35]=[N-:36]. The yield is 0.730.